From a dataset of Full USPTO retrosynthesis dataset with 1.9M reactions from patents (1976-2016). Predict the reactants needed to synthesize the given product. (1) Given the product [ClH:32].[O:31]1[C:27]2[CH:26]=[CH:25][CH:24]=[C:23]([O:22][C:19]3[CH:20]=[CH:21][C:16]([NH:15][C:13]4[C:14]5[N:6]([CH2:5][CH2:4][NH:3][C:33](=[O:35])[CH3:34])[CH:7]=[CH:8][C:9]=5[N:10]=[CH:11][N:12]=4)=[CH:17][C:18]=3[Cl:32])[C:28]=2[CH:29]=[N:30]1, predict the reactants needed to synthesize it. The reactants are: Cl.Cl.[NH2:3][CH2:4][CH2:5][N:6]1[C:14]2[C:13]([NH:15][C:16]3[CH:21]=[CH:20][C:19]([O:22][C:23]4[C:28]5[CH:29]=[N:30][O:31][C:27]=5[CH:26]=[CH:25][CH:24]=4)=[C:18]([Cl:32])[CH:17]=3)=[N:12][CH:11]=[N:10][C:9]=2[CH:8]=[CH:7]1.[C:33](OCC)(=[O:35])[CH3:34].C(OC(=O)C)(=O)C.C(=O)([O-])O.[Na+]. (2) Given the product [CH2:1]([O:8][C:9]1[C:10]2[C:23](=[O:24])[N:22]([CH2:25][C:26]3[CH:27]=[CH:28][C:29]([F:32])=[CH:30][CH:31]=3)[CH:21]=[C:20]([C:33]([O:35][CH3:36])=[O:34])[C:11]=2[N:12]2[CH2:17][CH2:16][N:15]([CH3:18])[C:14](=[O:19])[C:13]=12)[C:2]1[CH:7]=[CH:6][CH:5]=[CH:4][CH:3]=1, predict the reactants needed to synthesize it. The reactants are: [CH2:1]([O:8][C:9]1[C:10]2[C:23](=[O:24])[N:22]([CH2:25][C:26]3[CH:31]=[CH:30][C:29]([F:32])=[CH:28][CH:27]=3)[CH2:21][CH:20]([C:33]([O:35][CH3:36])=[O:34])[C:11]=2[N:12]2[CH2:17][CH2:16][N:15]([CH3:18])[C:14](=[O:19])[C:13]=12)[C:2]1[CH:7]=[CH:6][CH:5]=[CH:4][CH:3]=1. (3) Given the product [NH2:29][C:26]1[CH:27]=[CH:28][C:23]([C:20]2[CH:19]=[CH:18][C:17]([S:14]([NH:13][CH2:6][C:7]3[CH:8]=[CH:9][CH:10]=[CH:11][CH:12]=3)(=[O:16])=[O:15])=[CH:22][CH:21]=2)=[CH:24][CH:25]=1, predict the reactants needed to synthesize it. The reactants are: O.O.[Sn](Cl)Cl.[CH2:6]([NH:13][S:14]([C:17]1[CH:22]=[CH:21][C:20]([C:23]2[CH:28]=[CH:27][C:26]([N+:29]([O-])=O)=[CH:25][CH:24]=2)=[CH:19][CH:18]=1)(=[O:16])=[O:15])[C:7]1[CH:12]=[CH:11][CH:10]=[CH:9][CH:8]=1. (4) Given the product [CH3:9][O:10][C:11]1[CH:18]=[CH:17][C:14]([CH2:15][O:5][CH2:4]/[CH:3]=[CH:2]/[CH2:1][OH:6])=[CH:13][CH:12]=1, predict the reactants needed to synthesize it. The reactants are: [CH2:1]([OH:6])/[CH:2]=[CH:3]/[CH2:4][OH:5].[H-].[Na+].[CH3:9][O:10][C:11]1[CH:18]=[CH:17][C:14]([CH2:15]Cl)=[CH:13][CH:12]=1.[Na+].[Cl-]. (5) Given the product [CH3:1][N:2]([CH:3]1[CH2:7][CH2:6][N:5]([C:8]2[C:13]([CH:14]3[CH2:17][N:16]([C:18]4[CH:27]=[CH:26][C:25]5[C:20](=[CH:21][CH:22]=[CH:23][CH:24]=5)[N:19]=4)[CH2:15]3)=[N:12][CH:11]=[CH:10][N:9]=2)[CH2:4]1)[C:45](=[O:48])[O:46][CH3:47], predict the reactants needed to synthesize it. The reactants are: [CH3:1][NH:2][CH:3]1[CH2:7][CH2:6][N:5]([C:8]2[C:13]([CH:14]3[CH2:17][N:16]([C:18]4[CH:27]=[CH:26][C:25]5[C:20](=[CH:21][CH:22]=[CH:23][CH:24]=5)[N:19]=4)[CH2:15]3)=[N:12][CH:11]=[CH:10][N:9]=2)[CH2:4]1.N1C=CC=CC=1.N1(C2C=CN=CC=2)CCCC1.[C:45](Cl)(=[O:48])[O:46][CH3:47]. (6) Given the product [Si:40]([O:39][C@H:37]([C@@:16]([NH:47][C:48]([N:50]([CH3:52])[CH3:51])=[O:49])([C:13](=[O:15])[CH2:14][CH2:53][OH:54])[C@H:17]([NH:26][C:27](=[O:36])[O:28][CH2:29][C:30]1[CH:35]=[CH:34][CH:33]=[CH:32][CH:31]=1)/[CH:18]=[CH:19]/[C:20]1[CH:21]=[CH:22][CH:23]=[CH:24][CH:25]=1)[CH3:38])([C:43]([CH3:44])([CH3:45])[CH3:46])([CH3:41])[CH3:42], predict the reactants needed to synthesize it. The reactants are: C(NC(C)C)(C)C.C([Li])CCC.[C:13]([C@:16]([NH:47][C:48]([N:50]([CH3:52])[CH3:51])=[O:49])([C@@H:37]([O:39][Si:40]([C:43]([CH3:46])([CH3:45])[CH3:44])([CH3:42])[CH3:41])[CH3:38])[C@H:17]([NH:26][C:27](=[O:36])[O:28][CH2:29][C:30]1[CH:35]=[CH:34][CH:33]=[CH:32][CH:31]=1)/[CH:18]=[CH:19]/[C:20]1[CH:25]=[CH:24][CH:23]=[CH:22][CH:21]=1)(=[O:15])[CH3:14].[CH2:53]=[O:54].